Dataset: Full USPTO retrosynthesis dataset with 1.9M reactions from patents (1976-2016). Task: Predict the reactants needed to synthesize the given product. (1) Given the product [Cl:1][C:2]1[CH:11]=[C:10]2[C:5]([C:6]([NH:12][C@H:13]3[CH2:14][CH2:15][C@@H:16]([NH:19][CH2:30][C:22]4[CH:21]=[N:20][C:29]5[C:24]([CH:23]=4)=[CH:25][CH:26]=[CH:27][CH:28]=5)[CH2:17][CH2:18]3)=[CH:7][CH:8]=[N:9]2)=[CH:4][CH:3]=1, predict the reactants needed to synthesize it. The reactants are: [Cl:1][C:2]1[CH:11]=[C:10]2[C:5]([C:6]([NH:12][CH:13]3[CH2:18][CH2:17][CH:16]([NH2:19])[CH2:15][CH2:14]3)=[CH:7][CH:8]=[N:9]2)=[CH:4][CH:3]=1.[N:20]1[C:29]2[C:24](=[CH:25][CH:26]=[CH:27][CH:28]=2)[CH:23]=[C:22]([CH:30]=O)[CH:21]=1.C(O)(=O)C.C([BH3-])#N. (2) Given the product [Br:1][C:2]1[CH:13]=[CH:12][C:5]([CH2:6][NH:8][CH:9]2[CH2:10][CH2:11]2)=[C:4]([CH3:14])[CH:3]=1, predict the reactants needed to synthesize it. The reactants are: [Br:1][C:2]1[CH:13]=[CH:12][C:5]([C:6]([NH:8][CH:9]2[CH2:11][CH2:10]2)=O)=[C:4]([CH3:14])[CH:3]=1.S(C)C. (3) Given the product [F:1][C:2]1[C:3]([N:12]2[N:16]=[CH:15][CH:14]=[N:13]2)=[C:4]([C:5]([N:20]2[CH2:21][CH2:22][CH2:23][C@@H:18]([CH3:17])[C@H:19]2[CH2:24][NH:25][C:37]2[CH:42]=[CH:41][C:40]([C:43]([F:46])([F:45])[F:44])=[CH:39][N:38]=2)=[O:7])[C:8]([F:11])=[CH:9][CH:10]=1, predict the reactants needed to synthesize it. The reactants are: [F:1][C:2]1[C:3]([N:12]2[N:16]=[CH:15][CH:14]=[N:13]2)=[C:4]([C:8]([F:11])=[CH:9][CH:10]=1)[C:5]([OH:7])=O.[CH3:17][C@@H:18]1[CH2:23][CH2:22][CH2:21][NH:20][C@@H:19]1[CH2:24][N:25]1C(=O)C2C(=CC=CC=2)C1=O.Cl[C:37]1[CH:42]=[CH:41][C:40]([C:43]([F:46])([F:45])[F:44])=[CH:39][N:38]=1. (4) Given the product [I:8][C:6]1[C:5]([C:9]([F:12])([F:11])[F:10])=[CH:4][N:3]=[C:2]([NH2:17])[CH:7]=1, predict the reactants needed to synthesize it. The reactants are: Cl[C:2]1[CH:7]=[C:6]([I:8])[C:5]([C:9]([F:12])([F:11])[F:10])=[CH:4][N:3]=1.C([O-])(=O)C.[NH4+:17]. (5) Given the product [F:10][C:11]1[CH:16]=[C:15]([F:17])[CH:14]=[CH:13][C:12]=1/[CH:18]=[CH:19]/[C:20]1[CH:25]=[CH:24][C:23]([S:26]([C:29]2[CH:34]=[CH:33][CH:32]=[CH:31][C:30]=2[O:6][CH2:5][CH2:4][CH2:3][N:2]([CH3:7])[CH3:1])(=[O:28])=[O:27])=[CH:22][N:21]=1, predict the reactants needed to synthesize it. The reactants are: [CH3:1][N:2]([CH3:7])[CH2:3][CH2:4][CH2:5][OH:6].[H-].[Na+].[F:10][C:11]1[CH:16]=[C:15]([F:17])[CH:14]=[CH:13][C:12]=1/[CH:18]=[CH:19]/[C:20]1[CH:25]=[CH:24][C:23]([S:26]([C:29]2[CH:34]=[CH:33][CH:32]=[CH:31][C:30]=2F)(=[O:28])=[O:27])=[CH:22][N:21]=1.